Task: Predict the product of the given reaction.. Dataset: Forward reaction prediction with 1.9M reactions from USPTO patents (1976-2016) (1) Given the reactants [Br:1][C:2]1[CH:3]=[N:4][C:5]([C:8]#N)=[N:6][CH:7]=1.CC[O:12]CC.[C:15]1([Mg]Br)[CH:20]=[CH:19][CH:18]=[CH:17][CH:16]=1.Cl, predict the reaction product. The product is: [Br:1][C:2]1[CH:7]=[N:6][C:5]([C:8]([C:15]2[CH:20]=[CH:19][CH:18]=[CH:17][CH:16]=2)=[O:12])=[N:4][CH:3]=1. (2) Given the reactants [F:1][C:2]1([F:14])[CH2:7][CH2:6][CH:5]([CH2:8][C:9]([O:11]CC)=[O:10])[CH2:4][CH2:3]1.[OH-].[Na+], predict the reaction product. The product is: [F:1][C:2]1([F:14])[CH2:3][CH2:4][CH:5]([CH2:8][C:9]([OH:11])=[O:10])[CH2:6][CH2:7]1. (3) The product is: [ClH:1].[ClH:1].[OH:63][CH:60]1[CH2:61][CH2:62][N:57]([CH2:56][CH2:13][N:14]2[CH2:19][CH2:18][CH:17]([NH:20][C:21]([C:23]3[NH:24][C:25]4[C:30]([CH:31]=3)=[C:29]([O:32][CH2:33][C:34]3[C:38]5[CH:39]=[CH:40][CH:41]=[C:42]([O:43][CH3:44])[C:37]=5[O:36][CH:35]=3)[CH:28]=[CH:27][CH:26]=4)=[O:22])[CH2:16][CH2:15]2)[CH2:58][CH2:59]1. Given the reactants [ClH:1].Cl.[C@H]1([CH2:13][N:14]2[CH2:19][CH2:18][CH:17]([NH:20][C:21]([C:23]3[NH:24][C:25]4[C:30]([CH:31]=3)=[C:29]([O:32][CH2:33][C:34]3[C:38]5[CH:39]=[CH:40][CH:41]=[C:42]([O:43][CH3:44])[C:37]=5[O:36][CH:35]=3)[CH:28]=[CH:27][CH:26]=4)=[O:22])[CH2:16][CH2:15]2)[C@@H]2N(CCCC2)CCC1.Cl.Cl.Cl.NC1CCN(C[CH2:56][N:57]2[CH2:62][CH2:61][CH:60]([OH:63])[CH2:59][CH2:58]2)CC1, predict the reaction product. (4) Given the reactants [Br-:1].[CH2:2]([O:20][CH:21]([CH2:40][O:41][CH2:42][CH2:43][CH2:44][CH2:45][CH2:46][CH2:47][CH2:48][CH2:49][CH2:50][CH2:51][CH2:52][CH2:53][CH2:54][CH2:55][CH2:56][CH2:57][CH2:58][CH3:59])[CH2:22][N+:23]([CH3:39])([CH3:38])[CH2:24][CH2:25][CH2:26][N:27]1C(=O)C2C(=CC=CC=2)C1=O)[CH2:3][CH2:4][CH2:5][CH2:6][CH2:7][CH2:8][CH2:9][CH2:10][CH2:11][CH2:12][CH2:13][CH2:14][CH2:15][CH2:16][CH2:17][CH2:18][CH3:19].NN, predict the reaction product. The product is: [Br-:1].[NH2:27][CH2:26][CH2:25][CH2:24][N+:23]([CH3:39])([CH3:38])[CH2:22][CH:21]([O:20][CH2:2][CH2:3][CH2:4][CH2:5][CH2:6][CH2:7][CH2:8][CH2:9][CH2:10][CH2:11][CH2:12][CH2:13][CH2:14][CH2:15][CH2:16][CH2:17][CH2:18][CH3:19])[CH2:40][O:41][CH2:42][CH2:43][CH2:44][CH2:45][CH2:46][CH2:47][CH2:48][CH2:49][CH2:50][CH2:51][CH2:52][CH2:53][CH2:54][CH2:55][CH2:56][CH2:57][CH2:58][CH3:59].